Dataset: Full USPTO retrosynthesis dataset with 1.9M reactions from patents (1976-2016). Task: Predict the reactants needed to synthesize the given product. (1) Given the product [OH:18][CH2:17][C@H:15]([NH:1][C:2]1[N:7]=[C:6]([SH:8])[N:5]=[C:4]([OH:9])[CH:3]=1)[CH3:16], predict the reactants needed to synthesize it. The reactants are: [NH2:1][C:2]1[N:7]=[C:6]([SH:8])[N:5]=[C:4]([OH:9])[CH:3]=1.CC(O)=O.N[C@@H:15]([CH2:17][OH:18])[CH3:16]. (2) Given the product [Br:1][C:2]1[CH:3]=[C:4]2[C:8]3=[C:9]([CH:11]=[C:16]([C:17]([O:19][CH2:20][CH3:21])=[O:18])[CH2:15][CH2:14][CH2:13][N:7]3[CH2:6][CH2:5]2)[CH:10]=1, predict the reactants needed to synthesize it. The reactants are: [Br:1][C:2]1[CH:3]=[C:4]2[C:8](=[C:9]([CH:11]=O)[CH:10]=1)[N:7]([CH2:13][CH2:14][CH2:15][CH2:16][C:17]([O:19][CH2:20][CH3:21])=[O:18])[CH2:6][CH2:5]2.[O-]CC.[Na+].Cl. (3) Given the product [CH3:1][C:2]1[CH:7]=[C:6]([NH2:8])[CH:5]=[N:4][C:3]=1[C:11]1[CH:16]=[CH:15][CH:14]=[CH:13][CH:12]=1, predict the reactants needed to synthesize it. The reactants are: [CH3:1][C:2]1[C:3]([C:11]2[CH:16]=[CH:15][CH:14]=[CH:13][CH:12]=2)=[N:4][CH:5]=[C:6]([N+:8]([O-])=O)[CH:7]=1. (4) The reactants are: CCO[C:4]1[CH:5]=[CH:6][C:7]([NH2:10])=[CH:8][CH:9]=1.C([N:18]1[CH2:23][CH2:22][CH2:21][CH:20]([NH:24][C:25]2[CH:26]=[C:27](N(CC3C=CC(OC)=CC=3)C3C=CC=CC=3)[C:28]3[N:29]([C:31]([C:34]#N)=[CH:32][N:33]=3)[N:30]=2)[CH2:19]1)C1C=CC=CC=1.[C:52](O)([C:54](F)(F)F)=O.Cl[CH2:60]Cl. Given the product [NH2:18][C@H:23]1[CH2:60][CH2:19][C@H:20]([NH:24][C:25]2[CH:26]=[C:27]([NH:10][C:7]3[CH:8]=[CH:9][CH:4]=[CH:5][CH:6]=3)[C:28]3[N:29]([C:31]([CH:34]4[CH2:54][CH2:52]4)=[CH:32][N:33]=3)[N:30]=2)[CH2:21][CH2:22]1, predict the reactants needed to synthesize it. (5) Given the product [CH3:34][O:33][CH2:32][O:31][C:29]1[CH:28]=[CH:27][C:26]([N+:35]([O-:37])=[O:36])=[C:25]([NH:1][C:2]2[S:6][C:5]([C:7]([O:9][CH3:10])=[O:8])=[C:4]([O:11][C@@H:12]([C:14]3[CH:19]=[CH:18][CH:17]=[CH:16][C:15]=3[C:20]([F:23])([F:21])[F:22])[CH3:13])[CH:3]=2)[CH:30]=1, predict the reactants needed to synthesize it. The reactants are: [NH2:1][C:2]1[S:6][C:5]([C:7]([O:9][CH3:10])=[O:8])=[C:4]([O:11][C@@H:12]([C:14]2[CH:19]=[CH:18][CH:17]=[CH:16][C:15]=2[C:20]([F:23])([F:22])[F:21])[CH3:13])[CH:3]=1.Br[C:25]1[CH:30]=[C:29]([O:31][CH2:32][O:33][CH3:34])[CH:28]=[CH:27][C:26]=1[N+:35]([O-:37])=[O:36].C(=O)([O-])[O-].[Cs+].[Cs+].